Dataset: NCI-60 drug combinations with 297,098 pairs across 59 cell lines. Task: Regression. Given two drug SMILES strings and cell line genomic features, predict the synergy score measuring deviation from expected non-interaction effect. Drug 1: C1=NC2=C(N1)C(=S)N=CN2. Drug 2: CC1=C(C=C(C=C1)C(=O)NC2=CC(=CC(=C2)C(F)(F)F)N3C=C(N=C3)C)NC4=NC=CC(=N4)C5=CN=CC=C5. Cell line: SNB-19. Synergy scores: CSS=0.913, Synergy_ZIP=-2.11, Synergy_Bliss=-3.41, Synergy_Loewe=-3.85, Synergy_HSA=-2.95.